This data is from Full USPTO retrosynthesis dataset with 1.9M reactions from patents (1976-2016). The task is: Predict the reactants needed to synthesize the given product. Given the product [CH2:32]([O:36][C:37]1([CH:43]2[CH2:48][CH2:47][CH2:46][CH2:45][CH2:44]2)[CH2:38][CH2:39][N:40]([C:12](=[O:14])[CH:11]([NH:10][C:9]([NH:8][CH2:7][CH2:6][C:4]2[N:3]=[CH:2][NH:1][CH:5]=2)=[O:24])[CH2:15][C:16]2[CH:21]=[CH:20][C:19]([O:22][CH3:23])=[CH:18][CH:17]=2)[CH2:41][CH2:42]1)[CH2:33][CH2:34][CH3:35], predict the reactants needed to synthesize it. The reactants are: [NH:1]1[CH:5]=[C:4]([CH2:6][CH2:7][NH:8][C:9](=[O:24])[NH:10][CH:11]([CH2:15][C:16]2[CH:21]=[CH:20][C:19]([O:22][CH3:23])=[CH:18][CH:17]=2)[C:12]([OH:14])=O)[N:3]=[CH:2]1.FC(F)(F)C(O)=O.[CH2:32]([O:36][C:37]1([CH:43]2[CH2:48][CH2:47][CH2:46][CH2:45][CH2:44]2)[CH2:42][CH2:41][NH:40][CH2:39][CH2:38]1)[CH2:33][CH2:34][CH3:35].C(Cl)CCl.C1C=CC2N(O)N=NC=2C=1.C(O)(=O)CC(CC(O)=O)(C(O)=O)O.